Task: Predict which catalyst facilitates the given reaction.. Dataset: Catalyst prediction with 721,799 reactions and 888 catalyst types from USPTO (1) Reactant: [OH:1][C@@H:2]1[CH2:7][CH2:6][O:5][CH2:4][C@H:3]1[NH:8][C:9](=[O:15])[O:10][C:11]([CH3:14])([CH3:13])[CH3:12].CCN(CC)CC.[CH3:23][S:24](Cl)(=[O:26])=[O:25]. Product: [CH3:23][S:24]([O:1][C@@H:2]1[CH2:7][CH2:6][O:5][CH2:4][C@H:3]1[NH:8][C:9]([O:10][C:11]([CH3:12])([CH3:14])[CH3:13])=[O:15])(=[O:26])=[O:25]. The catalyst class is: 34. (2) The catalyst class is: 425. Reactant: [C:1]([C:5]1[CH:10]=[CH:9][C:8]([NH:11][C:12]([NH:14][CH2:15][CH2:16][CH2:17][OH:18])=[O:13])=[CH:7][CH:6]=1)([CH3:4])([CH3:3])[CH3:2]. Product: [C:1]([C:5]1[CH:10]=[CH:9][C:8]([NH:11][C:12]([NH:14][CH2:15][CH2:16][CH:17]=[O:18])=[O:13])=[CH:7][CH:6]=1)([CH3:4])([CH3:2])[CH3:3]. (3) Reactant: C([O-])([O-])=O.[K+].[K+].Br[CH2:8][C:9]([C:11]1[C:16]([CH3:17])=[CH:15][C:14]([CH3:18])=[CH:13][C:12]=1[CH3:19])=[O:10].[OH:20][C:21]1[CH:22]=[CH:23][C:24]([CH3:27])=[N:25][CH:26]=1. Product: [CH3:27][C:24]1[N:25]=[CH:26][C:21]([O:20][CH2:8][C:9]([C:11]2[C:16]([CH3:17])=[CH:15][C:14]([CH3:18])=[CH:13][C:12]=2[CH3:19])=[O:10])=[CH:22][CH:23]=1. The catalyst class is: 21. (4) Reactant: [CH3:1][N:2]1[N:8]=[C:7]([OH:9])[C:5](=[O:6])[N:4]=[C:3]1[S:10][CH2:11][C:12]1[CH2:33][S:32][C@@H:15]2[C@H:16]([NH:19][C:20](/[C:22](/[C:26]3[N:30]=[C:29]([NH2:31])[S:28][CH:27]=3)=[N:23]\[O:24][CH3:25])=[O:21])[C:17](=[O:18])[N:14]2[C:13]=1[C:34]([OH:36])=[O:35].C([O-])(=O)C.[Na+:41]. The catalyst class is: 95. Product: [CH3:1][N:2]1[N:8]=[C:7]([OH:9])[C:5](=[O:6])[N:4]=[C:3]1[S:10][CH2:11][C:12]1[CH2:33][S:32][C@@H:15]2[C@H:16]([NH:19][C:20](/[C:22](/[C:26]3[N:30]=[C:29]([NH2:31])[S:28][CH:27]=3)=[N:23]\[O:24][CH3:25])=[O:21])[C:17](=[O:18])[N:14]2[C:13]=1[C:34]([O-:36])=[O:35].[Na+:41].